From a dataset of Forward reaction prediction with 1.9M reactions from USPTO patents (1976-2016). Predict the product of the given reaction. (1) Given the reactants [C:1]([O:5][C:6](=[O:20])[N:7]([CH2:9][C:10]1[C:15]([N+:16]([O-])=O)=[CH:14][CH:13]=[CH:12][C:11]=1[Br:19])[CH3:8])([CH3:4])([CH3:3])[CH3:2].NN, predict the reaction product. The product is: [C:1]([O:5][C:6](=[O:20])[N:7]([CH2:9][C:10]1[C:11]([Br:19])=[CH:12][CH:13]=[CH:14][C:15]=1[NH2:16])[CH3:8])([CH3:4])([CH3:2])[CH3:3]. (2) Given the reactants [Br:1][C:2]1[CH:32]=[CH:31][C:5]([CH2:6][C:7]2[N:8]([C:22]3[CH:27]=[CH:26][C:25]([N+:28]([O-])=O)=[CH:24][CH:23]=3)[CH:9]=[C:10]([C:12]3[CH:17]=[CH:16][C:15]([S:18]([CH3:21])(=[O:20])=[O:19])=[CH:14][CH:13]=3)[N:11]=2)=[CH:4][CH:3]=1.Br[CH2:34][C:35]([O:37][CH3:38])=[O:36], predict the reaction product. The product is: [CH3:38][O:37][C:35](=[O:36])[CH2:34][NH:28][C:25]1[CH:26]=[CH:27][C:22]([N:8]2[CH:9]=[C:10]([C:12]3[CH:17]=[CH:16][C:15]([S:18]([CH3:21])(=[O:20])=[O:19])=[CH:14][CH:13]=3)[N:11]=[C:7]2[CH2:6][C:5]2[CH:31]=[CH:32][C:2]([Br:1])=[CH:3][CH:4]=2)=[CH:23][CH:24]=1. (3) Given the reactants Cl.C(O[C@H](C)C([N:13]1[C:21]2[C:16](=[C:17]([F:22])[CH:18]=[CH:19][CH:20]=2)[CH2:15][CH:14]1[CH3:23])=O)C1C=CC=CC=1, predict the reaction product. The product is: [F:22][C:17]1[CH:18]=[CH:19][CH:20]=[C:21]2[C:16]=1[CH2:15][CH:14]([CH3:23])[NH:13]2. (4) Given the reactants [C:1]([O:5][C:6]([N:8]1[CH2:13][CH2:12][CH:11]([NH2:14])[CH2:10][CH2:9]1)=[O:7])([CH3:4])([CH3:3])[CH3:2].[CH3:15][C:16]1[CH:23]=[CH:22][C:19]([CH:20]=O)=[CH:18][C:17]=1[CH:24]([CH3:29])[C:25]([F:28])([F:27])[F:26].[BH4-].[Na+].C(O)(=O)C, predict the reaction product. The product is: [C:1]([O:5][C:6]([N:8]1[CH2:13][CH2:12][CH:11]([NH:14][CH2:20][C:19]2[CH:22]=[CH:23][C:16]([CH3:15])=[C:17]([CH:24]([CH3:29])[C:25]([F:26])([F:28])[F:27])[CH:18]=2)[CH2:10][CH2:9]1)=[O:7])([CH3:4])([CH3:2])[CH3:3]. (5) Given the reactants [C:1]12([C:11]([NH:13][NH:14][C:15]([NH:17][CH2:18][CH2:19][CH2:20][CH2:21][OH:22])=[S:16])=O)[CH2:10][CH:5]3[CH2:6][CH:7]([CH2:9][CH:3]([CH2:4]3)[CH2:2]1)[CH2:8]2.[OH-].[Na+].N#N.Cl, predict the reaction product. The product is: [C:1]12([C:11]3[N:17]([CH2:18][CH2:19][CH2:20][CH2:21][OH:22])[C:15]([SH:16])=[N:14][N:13]=3)[CH2:10][CH:5]3[CH2:6][CH:7]([CH2:9][CH:3]([CH2:4]3)[CH2:2]1)[CH2:8]2. (6) Given the reactants [CH2:1]([N:4]1[C:12]2[C:7](=[CH:8][CH:9]=[CH:10][C:11]=2[Cl:13])[C:6]([C:14]2[CH:19]=[CH:18][C:17]([O:20]C)=[CH:16][C:15]=2[O:22]C)=[N:5]1)[CH:2]=[CH2:3].B(Br)(Br)Br.C1CCCCC=1, predict the reaction product. The product is: [CH2:1]([N:4]1[C:12]2[C:7](=[CH:8][CH:9]=[CH:10][C:11]=2[Cl:13])[C:6]([C:14]2[CH:19]=[CH:18][C:17]([OH:20])=[CH:16][C:15]=2[OH:22])=[N:5]1)[CH:2]=[CH2:3]. (7) Given the reactants [CH3:1][C@H:2]1[CH2:33][C:32]([CH3:34])=[CH:31][C@@H:30]([CH2:35][CH:36]=[CH2:37])[C:28](=[O:29])[CH2:27][C@H:26]([OH:38])[C@@H:25]([CH3:39])[C@@H:24](/[C:40](/[CH3:51])=[CH:41]/[C@H:42]2[CH2:47][C@@H:46]([O:48][CH3:49])[C@H:45]([OH:50])[CH2:44][CH2:43]2)[O:23][C:21](=[O:22])[C@H:20]2[N:15]([CH2:16][CH2:17][CH2:18][CH2:19]2)[C:13](=[O:14])[C:11](=[O:12])[C@:9]2([OH:52])[O:10][C@@H:5]([C@@H:6]([O:54][CH3:55])[CH2:7][C@H:8]2[CH3:53])[C@@H:4]([O:56][CH3:57])[CH2:3]1.N1C=CN=C1.[Si:63](Cl)([C:76]([CH3:79])([CH3:78])[CH3:77])([C:70]1[CH:75]=[CH:74][CH:73]=[CH:72][CH:71]=1)[C:64]1[CH:69]=[CH:68][CH:67]=[CH:66][CH:65]=1, predict the reaction product. The product is: [CH2:35]([CH:30]1[CH:31]=[C:32]([CH3:34])[CH2:33][CH:2]([CH3:1])[CH2:3][CH:4]([O:56][CH3:57])[CH:5]2[O:10][C:9]([OH:52])([CH:8]([CH3:53])[CH2:7][CH:6]2[O:54][CH3:55])[C:11](=[O:12])[C:13](=[O:14])[N:15]2[CH:20]([CH2:19][CH2:18][CH2:17][CH2:16]2)[C:21](=[O:22])[O:23][CH:24]([C:40]([CH3:51])=[CH:41][CH:42]2[CH2:43][CH2:44][CH:45]([O:50][Si:63]([C:76]([CH3:79])([CH3:78])[CH3:77])([C:70]3[CH:71]=[CH:72][CH:73]=[CH:74][CH:75]=3)[C:64]3[CH:69]=[CH:68][CH:67]=[CH:66][CH:65]=3)[CH:46]([O:48][CH3:49])[CH2:47]2)[CH:25]([CH3:39])[CH:26]([OH:38])[CH2:27][C:28]1=[O:29])[CH:36]=[CH2:37]. (8) Given the reactants [Si:1]([O:18][C@@H:19]([CH3:46])[C:20]([N:22]1[N:26]=[C:25]([C:27]2[CH:32]=[C:31]([F:33])[CH:30]=[CH:29][C:28]=2[F:34])[S:24][C@:23]1([CH2:41][O:42][CH2:43][O:44][CH3:45])[C:35]1[CH:40]=[CH:39][CH:38]=[CH:37][CH:36]=1)=[O:21])([C:14]([CH3:17])([CH3:16])[CH3:15])([C:8]1[CH:13]=[CH:12][CH:11]=[CH:10][CH:9]=1)[C:2]1[CH:7]=[CH:6][CH:5]=[CH:4][CH:3]=1.FC1C=CC(F)=CC=1C1S[C@@](CO)(C2C=CC=CC=2)N(C(=O)[C@@H](OC)C)N=1, predict the reaction product. The product is: [C:14]([Si:1]([C:8]1[CH:13]=[CH:12][CH:11]=[CH:10][CH:9]=1)([C:2]1[CH:7]=[CH:6][CH:5]=[CH:4][CH:3]=1)[O:18][C@@H:19]([CH3:46])[C:20]([N:22]1[N:26]=[C:25]([C:27]2[CH:32]=[C:31]([F:33])[CH:30]=[CH:29][C:28]=2[F:34])[S:24][C@@:23]1([CH2:41][O:42][CH2:43][O:44][CH3:45])[C:35]1[CH:40]=[CH:39][CH:38]=[CH:37][CH:36]=1)=[O:21])([CH3:15])([CH3:16])[CH3:17]. (9) Given the reactants [I:1][C:2]1[C:10]2[O:9][CH:8]=[CH:7][C:6]=2[CH:5]=[C:4]([S:11](Cl)(=[O:13])=[O:12])[CH:3]=1.[CH3:15][C:16]1[CH:22]=[CH:21][CH:20]=[CH:19][C:17]=1[NH2:18].N1C=CC=CC=1, predict the reaction product. The product is: [I:1][C:2]1[C:10]2[O:9][CH:8]=[CH:7][C:6]=2[CH:5]=[C:4]([S:11]([NH:18][C:17]2[CH:19]=[CH:20][CH:21]=[CH:22][C:16]=2[CH3:15])(=[O:13])=[O:12])[CH:3]=1. (10) Given the reactants [Cl:1][C:2]1[CH:3]=[C:4]2[C:9](=[CH:10][CH:11]=1)[CH:8]=[N+:7]([O-])[CH:6]=[CH:5]2.O=P(Cl)(Cl)[Cl:15], predict the reaction product. The product is: [Cl:15][C:8]1[C:9]2[C:4](=[CH:3][C:2]([Cl:1])=[CH:11][CH:10]=2)[CH:5]=[CH:6][N:7]=1.